From a dataset of CYP2D6 inhibition data for predicting drug metabolism from PubChem BioAssay. Regression/Classification. Given a drug SMILES string, predict its absorption, distribution, metabolism, or excretion properties. Task type varies by dataset: regression for continuous measurements (e.g., permeability, clearance, half-life) or binary classification for categorical outcomes (e.g., BBB penetration, CYP inhibition). Dataset: cyp2d6_veith. (1) The molecule is Nc1c(Cl)ncnc1N1CCOCC1. The result is 0 (non-inhibitor). (2) The molecule is CC(C)=CCC/C(C)=C/CO/N=C1/C[C@@H](O)[C@@H](O)[C@H]2[C@H]1CC[C@H]1C(=O)N(c3ccc(F)cc3F)C(=O)[C@H]21. The result is 0 (non-inhibitor). (3) The molecule is COc1ccccc1CC(=N)N1C[C@@H]2C(=O)CCC(c3ccccc3)(c3ccccc3)[C@@H]2C1. The result is 0 (non-inhibitor).